From a dataset of Reaction yield outcomes from USPTO patents with 853,638 reactions. Predict the reaction yield, written as a fraction of the theoretical maximum amount of product (1.0 means a 100% yield; for example, 0.34 means a 34% yield). The reactants are [N:1]1([CH2:6][CH2:7][N:8]2[C:17]3[C:12](=[CH:13][CH:14]=[CH:15][CH:16]=3)[CH2:11][CH2:10][CH2:9]2)[CH2:5][CH2:4][CH2:3][CH2:2]1.C1C(=O)N([Br:25])C(=O)C1. The catalyst is C(Cl)(Cl)(Cl)Cl.CO.C(Cl)Cl. The product is [Br:25][C:14]1[CH:13]=[C:12]2[C:17](=[CH:16][CH:15]=1)[N:8]([CH2:7][CH2:6][N:1]1[CH2:2][CH2:3][CH2:4][CH2:5]1)[CH2:9][CH2:10][CH2:11]2. The yield is 0.577.